Dataset: Reaction yield outcomes from USPTO patents with 853,638 reactions. Task: Predict the reaction yield, written as a fraction of the theoretical maximum amount of product (1.0 means a 100% yield; for example, 0.34 means a 34% yield). (1) The reactants are [F:1][C:2]1[CH:3]=[C:4]2[C:8](=[CH:9][CH:10]=1)[NH:7][CH:6]=[C:5]2[CH2:11][CH2:12][CH2:13][NH:14][C@@H:15]1[CH2:24][C:23]2[C:22]([C:25]([NH2:27])=[O:26])=[CH:21][CH:20]=[C:19](F)[C:18]=2[O:17][CH2:16]1.[CH3:29][O-:30].[Na+].[OH-].[Na+]. The catalyst is CO.O. The product is [F:1][C:2]1[CH:3]=[C:4]2[C:8](=[CH:9][CH:10]=1)[NH:7][CH:6]=[C:5]2[CH2:11][CH2:12][CH2:13][NH:14][C@@H:15]1[CH2:24][C:23]2[C:22]([C:25]([NH2:27])=[O:26])=[CH:21][CH:20]=[C:19]([O:30][CH3:29])[C:18]=2[O:17][CH2:16]1. The yield is 0.850. (2) The reactants are [CH3:1][O:2][C:3]([C@@H:5]([N:13]1[CH2:21][C:17]2[CH:18]=[CH:19][S:20][C:16]=2[CH2:15][CH2:14]1)[C:6]1[CH:7]=[CH:8][CH:9]=[CH:10][C:11]=1[Cl:12])=[O:4].[S:22](=[O:26])(=[O:25])([OH:24])[OH:23]. The catalyst is C(O)(C)C. The product is [CH3:1][O:2][C:3]([C@@H:5]([N:13]1[CH2:21][C:17]2[CH:18]=[CH:19][S:20][C:16]=2[CH2:15][CH2:14]1)[C:6]1[C:11]([Cl:12])=[CH:10][CH:9]=[CH:8][CH:7]=1)=[O:4].[OH:25][S:22]([OH:26])(=[O:24])=[O:23]. The yield is 0.400. (3) The reactants are [OH:1][C:2]1[C:3]([C:8]#[N:9])=[N:4][CH:5]=[CH:6][CH:7]=1.C(=O)([O-])[O-].[K+].[K+].[CH2:16](Br)[C:17]1[CH:22]=[CH:21][CH:20]=[CH:19][CH:18]=1. The catalyst is CC(C)=O. The product is [CH2:16]([O:1][C:2]1[C:3]([C:8]#[N:9])=[N:4][CH:5]=[CH:6][CH:7]=1)[C:17]1[CH:22]=[CH:21][CH:20]=[CH:19][CH:18]=1. The yield is 0.830. (4) The product is [Cl:12][C:5]1[C:4]2[C:9](=[CH:10][CH:11]=[C:2]([N:20]3[CH2:24][CH2:23][CH:22]([OH:25])[CH2:21]3)[CH:3]=2)[CH:8]=[N:7][CH:6]=1. The yield is 0.980. The reactants are Br[C:2]1[CH:3]=[C:4]2[C:9](=[CH:10][CH:11]=1)[CH:8]=[N:7][CH:6]=[C:5]2[Cl:12].C(O[Na])(C)(C)C.Cl.[NH:20]1[CH2:24][CH2:23][CH:22]([OH:25])[CH2:21]1. The catalyst is C1C=CC(P(C2C(C3C(P(C4C=CC=CC=4)C4C=CC=CC=4)=CC=C4C=3C=CC=C4)=C3C(C=CC=C3)=CC=2)C2C=CC=CC=2)=CC=1.O1CCOCC1. (5) The product is [N+:1]([C:4]1[CH:5]=[CH:6][C:7]([CH2:10][C@@H:11]([NH:13][CH2:14][C:15]2[CH:16]=[CH:17][CH:18]=[CH:19][CH:20]=2)[CH3:12])=[CH:8][CH:9]=1)([O-:3])=[O:2]. The reactants are [N+:1]([C:4]1[CH:9]=[CH:8][C:7]([CH2:10][CH:11]([NH:13][CH2:14][C:15]2[CH:20]=[CH:19][CH:18]=[CH:17][CH:16]=2)[CH3:12])=[CH:6][CH:5]=1)([O-:3])=[O:2].C(O)(=O)[C@@H](C1C=CC=CC=1)O. No catalyst specified. The yield is 0.650. (6) The reactants are [NH2:1][C:2]1[CH:7]=[CH:6][N:5]=[CH:4][CH:3]=1.C(N(CC)CC)C.[Cl-].ClC1N(C)CC[NH+]1C.[CH3:24][O:25][C:26]1[C:27](=[O:50])[C:28]([CH3:49])=[C:29]([CH2:35][C:36]2[CH:37]=[CH:38][C:39]([O:45]C(=O)C)=[C:40]([CH:44]=2)[C:41](O)=[O:42])[C:30](=[O:34])[C:31]=1[O:32][CH3:33]. The catalyst is C(Cl)Cl. The product is [N:5]1[CH:6]=[CH:7][C:2]([NH:1][C:41](=[O:42])[C:40]2[CH:44]=[C:36]([CH2:35][C:29]3[C:30](=[O:34])[C:31]([O:32][CH3:33])=[C:26]([O:25][CH3:24])[C:27](=[O:50])[C:28]=3[CH3:49])[CH:37]=[CH:38][C:39]=2[OH:45])=[CH:3][CH:4]=1. The yield is 0.120. (7) The reactants are [Cl:1][C:2]1[CH:7]=[CH:6][CH:5]=[CH:4][C:3]=1[CH:8]1[CH2:19][C:18]2[N:17]([CH2:20][CH2:21][CH2:22][O:23][CH3:24])[CH:16]=[CH:15][C:14]=2[CH:13]2[CH:9]1[C:10](=[O:26])[NH:11][C:12]2=[O:25]. The catalyst is O1CCOCC1.O=[Mn]=O. The product is [Cl:1][C:2]1[CH:7]=[CH:6][CH:5]=[CH:4][C:3]=1[C:8]1[CH:19]=[C:18]2[C:14]([CH:15]=[CH:16][N:17]2[CH2:20][CH2:21][CH2:22][O:23][CH3:24])=[C:13]2[C:9]=1[C:10](=[O:26])[NH:11][C:12]2=[O:25]. The yield is 0.540.